This data is from Aqueous solubility values for 9,982 compounds from the AqSolDB database. The task is: Regression/Classification. Given a drug SMILES string, predict its absorption, distribution, metabolism, or excretion properties. Task type varies by dataset: regression for continuous measurements (e.g., permeability, clearance, half-life) or binary classification for categorical outcomes (e.g., BBB penetration, CYP inhibition). For this dataset (solubility_aqsoldb), we predict Y. (1) The compound is CCCC(=O)OCCOCCOCCOC(=O)CCC. The Y is -1.56 log mol/L. (2) The compound is O=Cc1ccccc1C=O. The Y is -1.34 log mol/L. (3) The compound is CC(CC(=O)O)CC(C)(C)C. The Y is -2.35 log mol/L. (4) The molecule is Clc1cccc(I)c1. The Y is -3.55 log mol/L. (5) The drug is CCCC(C)CC1(CCO)C(=O)NC(=S)NC1=O. The Y is -3.09 log mol/L.